This data is from Full USPTO retrosynthesis dataset with 1.9M reactions from patents (1976-2016). The task is: Predict the reactants needed to synthesize the given product. (1) Given the product [ClH:42].[Cl:42][C:27]1[CH:26]=[C:25]([NH:24][C:23]2[C:13]3[C:12]([S:11][CH2:10][CH2:9][OH:8])=[C:18]([CH3:19])[CH2:17][CH2:16][NH:15][C:14]=3[N:20]=[CH:21][N:22]=2)[CH:30]=[CH:29][C:28]=1[O:31][C:32]1[CH:37]=[CH:36][CH:35]=[C:34]([C:38]([F:40])([F:39])[F:41])[CH:33]=1, predict the reactants needed to synthesize it. The reactants are: [Si]([O:8][CH2:9][CH2:10][S:11][C:12]1[C:13]2[C:23]([NH:24][C:25]3[CH:30]=[CH:29][C:28]([O:31][C:32]4[CH:37]=[CH:36][CH:35]=[C:34]([C:38]([F:41])([F:40])[F:39])[CH:33]=4)=[C:27]([Cl:42])[CH:26]=3)=[N:22][CH:21]=[N:20][C:14]=2[NH:15][CH2:16][CH2:17][C:18]=1[CH3:19])(C(C)(C)C)(C)C.[F-].C([N+](CCCC)(CCCC)CCCC)CCC.O1CCCC1.[Cl-].[NH4+]. (2) The reactants are: Cl[C:2]1[CH:3]=[N:4][CH:5]=[C:6]([Cl:8])[CH:7]=1.[CH:9]12[CH2:16][NH:15][CH2:14][CH:13]1[CH2:12][NH:11][CH2:10]2. Given the product [Cl:8][C:6]1[CH:7]=[C:2]([N:11]2[CH2:12][CH:13]3[CH:9]([CH2:16][NH:15][CH2:14]3)[CH2:10]2)[CH:3]=[N:4][CH:5]=1, predict the reactants needed to synthesize it. (3) Given the product [CH2:1]([C:3]([C:19]1[CH:20]=[C:21](/[CH:25]=[CH:26]/[C:27]([OH:29])=[O:28])[CH:22]=[CH:23][CH:24]=1)=[C:4]([C:5]1[CH:10]=[CH:9][C:8]([OH:11])=[CH:7][CH:6]=1)[C:12]1[CH:13]=[CH:14][C:15]([OH:18])=[CH:16][CH:17]=1)[CH3:2], predict the reactants needed to synthesize it. The reactants are: [CH2:1]([C:3]([C:19]1[CH:20]=[C:21](/[CH:25]=[CH:26]/[C:27]([O:29]CC)=[O:28])[CH:22]=[CH:23][CH:24]=1)=[C:4]([C:12]1[CH:17]=[CH:16][C:15]([OH:18])=[CH:14][CH:13]=1)[C:5]1[CH:10]=[CH:9][C:8]([OH:11])=[CH:7][CH:6]=1)[CH3:2].[OH-].[Na+].Cl. (4) Given the product [CH2:8]([O:10][C:11]1[CH:12]=[C:13]([CH:14]([C:2]2[CH:7]=[CH:6][CH:5]=[CH:4][N:3]=2)[OH:15])[CH:16]=[CH:17][C:18]=1[N+:19]([O-:21])=[O:20])[CH3:9], predict the reactants needed to synthesize it. The reactants are: Br[C:2]1[CH:7]=[CH:6][CH:5]=[CH:4][N:3]=1.[CH2:8]([O:10][C:11]1[CH:12]=[C:13]([CH:16]=[CH:17][C:18]=1[N+:19]([O-:21])=[O:20])[CH:14]=[O:15])[CH3:9].O.Cl. (5) Given the product [C:1]([O:5][C:6]([NH:8][C@:9]([CH3:31])([CH2:12][CH2:13][C:14]1[O:15][C:16]([C:19](=[O:30])[CH2:20][CH2:21][CH2:22][CH2:23][C:24]2[CH:25]=[CH:26][CH:27]=[CH:28][CH:29]=2)=[CH:17][CH:18]=1)[CH:10]=[O:11])=[O:7])([CH3:4])([CH3:2])[CH3:3], predict the reactants needed to synthesize it. The reactants are: [C:1]([O:5][C:6]([NH:8][C@:9]([CH3:31])([CH2:12][CH2:13][C:14]1[O:15][C:16]([C:19](=[O:30])[CH2:20][CH2:21][CH2:22][CH2:23][C:24]2[CH:29]=[CH:28][CH:27]=[CH:26][CH:25]=2)=[CH:17][CH:18]=1)[CH2:10][OH:11])=[O:7])([CH3:4])([CH3:3])[CH3:2].CC(OI1(OC(C)=O)(OC(C)=O)OC(=O)C2C=CC=CC1=2)=O.